From a dataset of Reaction yield outcomes from USPTO patents with 853,638 reactions. Predict the reaction yield, written as a fraction of the theoretical maximum amount of product (1.0 means a 100% yield; for example, 0.34 means a 34% yield). (1) The reactants are [N:1]1[CH:6]=[CH:5][CH:4]=[CH:3][C:2]=1[CH2:7]/[N:8]=[C:9]1\[C@@:10]2([CH3:18])[C:15]([CH3:17])([CH3:16])[CH:13]([CH2:14]\1)[CH2:12][CH2:11]2.[H][H]. The catalyst is C1(C)C=CC=CC=1.[Pt]. The product is [CH3:18][C@:10]12[C:15]([CH3:16])([CH3:17])[CH:13]([CH2:12][CH2:11]1)[CH2:14][CH:9]2[NH:8][CH2:7][C:2]1[CH:3]=[CH:4][CH:5]=[CH:6][N:1]=1. The yield is 0.730. (2) The reactants are [OH:1][N:2]=[C:3]([C:5]1[CH:33]=[CH:32][C:8]([C:9]([NH:11][CH2:12][CH2:13][NH:14][C:15]([C:17]2[C:18]([C:28]([F:31])([F:30])[F:29])=[N:19][N:20]([C:22]3[CH:27]=[CH:26][CH:25]=[CH:24][CH:23]=3)[CH:21]=2)=[O:16])=[O:10])=[CH:7][N:6]=1)[NH2:4].[F:34][C:35]([F:46])([F:45])[C:36](O[C:36](=O)[C:35]([F:46])([F:45])[F:34])=O. The catalyst is N1C=CC=CC=1. The product is [C:22]1([N:20]2[CH:21]=[C:17]([C:15]([NH:14][CH2:13][CH2:12][NH:11][C:9](=[O:10])[C:8]3[CH:32]=[CH:33][C:5]([C:3]4[N:4]=[C:36]([C:35]([F:46])([F:45])[F:34])[O:1][N:2]=4)=[N:6][CH:7]=3)=[O:16])[C:18]([C:28]([F:31])([F:30])[F:29])=[N:19]2)[CH:27]=[CH:26][CH:25]=[CH:24][CH:23]=1. The yield is 0.560. (3) The reactants are Cl.Cl.[Cl:3][C:4]1[CH:5]=[C:6]([CH:14]=[CH:15][CH:16]=1)[CH2:7][N:8]1[CH2:13][CH2:12][NH:11][CH2:10][CH2:9]1.Br[CH:18]([CH3:34])[C:19]([C:21]1[CH:30]=[CH:29][C:28]2[C:23](=[CH:24][CH:25]=[C:26]([O:32][CH3:33])[C:27]=2[Cl:31])[CH:22]=1)=[O:20].C([O-])([O-])=O.[K+].[K+]. The catalyst is CN(C=O)C. The product is [ClH:3].[ClH:31].[Cl:3][C:4]1[CH:5]=[C:6]([CH:14]=[CH:15][CH:16]=1)[CH2:7][N:8]1[CH2:9][CH2:10][N:11]([CH:18]([C:19]([C:21]2[CH:30]=[CH:29][C:28]3[C:23](=[CH:24][CH:25]=[C:26]([O:32][CH3:33])[C:27]=3[Cl:31])[CH:22]=2)=[O:20])[CH3:34])[CH2:12][CH2:13]1. The yield is 0.640. (4) The reactants are [NH2:1][C:2]1[C:7]([CH3:8])=[CH:6][C:5]([C:9]2[NH:18][C:17](=[O:19])[C:16]3[C:11](=[CH:12][C:13]([O:22][CH3:23])=[CH:14][C:15]=3[O:20][CH3:21])[N:10]=2)=[CH:4][C:3]=1[CH3:24].[CH:25]([N:28]([CH:31](C)C)[CH2:29]C)(C)C.CS(Cl)(=O)=O. The catalyst is CN(C=O)C.CCOC(C)=O. The product is [CH3:21][O:20][C:15]1[CH:14]=[C:13]([O:22][CH3:23])[CH:12]=[C:11]2[C:16]=1[C:17](=[O:19])[NH:18][C:9]([C:5]1[CH:6]=[C:7]([CH3:8])[C:2](/[N:1]=[CH:25]/[N:28]([CH3:31])[CH3:29])=[C:3]([CH3:24])[CH:4]=1)=[N:10]2. The yield is 0.450.